This data is from Reaction yield outcomes from USPTO patents with 853,638 reactions. The task is: Predict the reaction yield, written as a fraction of the theoretical maximum amount of product (1.0 means a 100% yield; for example, 0.34 means a 34% yield). (1) The reactants are [CH2:1]([N:8]1[CH:17]=[C:16](Br)[C:15]2[C:10](=[CH:11][CH:12]=[CH:13][CH:14]=2)[C:9]1=[O:19])[C:2]1[CH:7]=[CH:6][CH:5]=[CH:4][CH:3]=1.[CH3:20][O:21][C:22]1[CH:23]=[C:24](C2OC(C)(C)C(C)(C)O2)[CH:25]=[CH:26][C:27]=1[O:28][CH3:29].C([O-])([O-])=O.[Na+].[Na+]. The catalyst is C1C=CC([P]([Pd]([P](C2C=CC=CC=2)(C2C=CC=CC=2)C2C=CC=CC=2)([P](C2C=CC=CC=2)(C2C=CC=CC=2)C2C=CC=CC=2)[P](C2C=CC=CC=2)(C2C=CC=CC=2)C2C=CC=CC=2)(C2C=CC=CC=2)C2C=CC=CC=2)=CC=1. The product is [CH2:1]([N:8]1[CH:17]=[C:16]([C:25]2[CH:24]=[CH:23][C:22]([O:21][CH3:20])=[C:27]([O:28][CH3:29])[CH:26]=2)[C:15]2[C:10](=[CH:11][CH:12]=[CH:13][CH:14]=2)[C:9]1=[O:19])[C:2]1[CH:7]=[CH:6][CH:5]=[CH:4][CH:3]=1. The yield is 0.860. (2) The reactants are [CH3:1][O:2][CH2:3][CH2:4][N:5]([CH2:20][C:21](=[O:47])[N:22]([CH2:43][CH2:44][O:45][CH3:46])[CH2:23][C:24](=[O:42])[N:25]([CH2:38][CH2:39][O:40][CH3:41])[CH2:26][CH2:27][C:28]([O:30]CC1C=CC=CC=1)=[O:29])[C:6](=[O:19])[CH2:7][NH:8]C(=O)OCC1C=CC=CC=1. The product is [NH2:8][CH2:7][C:6]([N:5]([CH2:20][C:21](=[O:47])[N:22]([CH2:43][CH2:44][O:45][CH3:46])[CH2:23][C:24](=[O:42])[N:25]([CH2:38][CH2:39][O:40][CH3:41])[CH2:26][CH2:27][C:28]([OH:30])=[O:29])[CH2:4][CH2:3][O:2][CH3:1])=[O:19]. The catalyst is CCOC(C)=O.[Pd]. The yield is 0.690. (3) The reactants are [Br:1][C:2]1[N:7]=[C:6]([NH:8][C:9]2[CH:10]=[C:11]3[C:16](=[CH:17][CH:18]=2)[CH2:15][N:14](C(OC(C)(C)C)=O)[CH2:13][CH2:12]3)[C:5](=[O:26])[N:4]([CH3:27])[CH:3]=1.FC(F)(F)C(O)=O. The catalyst is C(Cl)Cl. The product is [Br:1][C:2]1[N:7]=[C:6]([NH:8][C:9]2[CH:10]=[C:11]3[C:16](=[CH:17][CH:18]=2)[CH2:15][NH:14][CH2:13][CH2:12]3)[C:5](=[O:26])[N:4]([CH3:27])[CH:3]=1. The yield is 0.680. (4) The reactants are Br[C:2]1[C:3]2[C:4]3[CH2:15][CH2:14][N:13]([C:16]([O:18][C:19]([CH3:22])([CH3:21])[CH3:20])=[O:17])[CH2:12][CH2:11][C:5]=3[NH:6][C:7]=2[CH:8]=[CH:9][CH:10]=1.[CH2:23](COC)OC.C([O-])([O-])=O.[Na+].[Na+].C(OCC)(=O)C.[CH3:41][CH2:42][CH2:43][CH2:44][CH2:45][CH3:46]. The catalyst is C1C=CC([P]([Pd]([P](C2C=CC=CC=2)(C2C=CC=CC=2)C2C=CC=CC=2)([P](C2C=CC=CC=2)(C2C=CC=CC=2)C2C=CC=CC=2)[P](C2C=CC=CC=2)(C2C=CC=CC=2)C2C=CC=CC=2)(C2C=CC=CC=2)C2C=CC=CC=2)=CC=1. The product is [CH3:23][C:43]1[CH:42]=[CH:41][CH:46]=[CH:45][C:44]=1[C:2]1[C:3]2[C:4]3[CH2:15][CH2:14][N:13]([C:16]([O:18][C:19]([CH3:21])([CH3:20])[CH3:22])=[O:17])[CH2:12][CH2:11][C:5]=3[NH:6][C:7]=2[CH:8]=[CH:9][CH:10]=1. The yield is 0.440. (5) The reactants are [C:1]([C:5]1[O:9][N:8]=[C:7]([NH:10][C:11]([NH:13][C:14]2[CH:19]=[CH:18][CH:17]=[C:16]([O:20][C:21]3[C:30]4[C:25](=[CH:26][CH:27]=[C:28](I)[CH:29]=4)[N:24]=[CH:23][N:22]=3)[CH:15]=2)=[O:12])[CH:6]=1)([CH3:4])([CH3:3])[CH3:2].[CH:32]([C:34]1[O:38][C:37](B(O)O)=[CH:36][CH:35]=1)=[O:33].C([O-])([O-])=O.[Na+].[Na+]. The catalyst is CCO.COCCOC.Cl[Pd](Cl)([P](C1C=CC=CC=1)(C1C=CC=CC=1)C1C=CC=CC=1)[P](C1C=CC=CC=1)(C1C=CC=CC=1)C1C=CC=CC=1. The product is [C:1]([C:5]1[O:9][N:8]=[C:7]([NH:10][C:11]([NH:13][C:14]2[CH:19]=[CH:18][CH:17]=[C:16]([O:20][C:21]3[C:30]4[C:25](=[CH:26][CH:27]=[C:28]([C:37]5[O:38][C:34]([CH:32]=[O:33])=[CH:35][CH:36]=5)[CH:29]=4)[N:24]=[CH:23][N:22]=3)[CH:15]=2)=[O:12])[CH:6]=1)([CH3:4])([CH3:3])[CH3:2]. The yield is 0.870. (6) The reactants are [F:1][C:2]([F:18])([C:9]([F:17])([F:16])[C:10]([F:15])([F:14])[CH:11]([F:13])[F:12])[CH2:3][O:4][CH2:5][CH:6]1[O:8][CH2:7]1.[NH:19]1[CH2:24][CH2:23][O:22][CH2:21][CH2:20]1. No catalyst specified. The product is [O:22]1[CH2:23][CH2:24][N:19]([CH2:7][CH:6]([OH:8])[CH2:5][O:4][CH2:3][C:2]([F:18])([F:1])[C:9]([F:17])([F:16])[C:10]([F:15])([F:14])[CH:11]([F:13])[F:12])[CH2:20][CH2:21]1. The yield is 0.890.